Dataset: Forward reaction prediction with 1.9M reactions from USPTO patents (1976-2016). Task: Predict the product of the given reaction. (1) Given the reactants [C:1]([C:3]1[CH:20]=[CH:19][C:6]([CH2:7][NH:8][C:9](=[O:18])[C:10]2[CH:15]=[CH:14][CH:13]=[C:12]([O:16][CH3:17])[CH:11]=2)=[C:5]([OH:21])[CH:4]=1)#[N:2].I[CH2:23][C:24]([NH2:26])=[O:25], predict the reaction product. The product is: [C:24]([CH2:23][O:21][C:5]1[CH:4]=[C:3]([C:1]#[N:2])[CH:20]=[CH:19][C:6]=1[CH2:7][NH:8][C:9](=[O:18])[C:10]1[CH:15]=[CH:14][CH:13]=[C:12]([O:16][CH3:17])[CH:11]=1)(=[O:25])[NH2:26]. (2) Given the reactants [F:1][C:2]([F:23])([F:22])[C:3]1[CH:4]=[C:5]([C:13](=O)[C:14]2[CH:19]=[CH:18][CH:17]=[CH:16][C:15]=2[NH2:20])[CH:6]=[C:7]([C:9]([F:12])([F:11])[F:10])[CH:8]=1.[C:24](OC(=O)C)(=[O:26])[CH3:25].CC(C)([O-])C.[K+].O, predict the reaction product. The product is: [F:1][C:2]([F:23])([F:22])[C:3]1[CH:4]=[C:5]([C:13]2[C:14]3[C:15](=[CH:16][CH:17]=[CH:18][CH:19]=3)[NH:20][C:24](=[O:26])[CH:25]=2)[CH:6]=[C:7]([C:9]([F:12])([F:11])[F:10])[CH:8]=1. (3) Given the reactants Br[C:2]1[CH:7]=[CH:6][C:5]([C@@H:8]([NH:10][C:11](=[O:17])[O:12][C:13]([CH3:16])([CH3:15])[CH3:14])[CH3:9])=[CH:4][CH:3]=1.CC[O:20][CH2:21]C.C[Li].C([Li])CCC.C1C[O:33]CC1, predict the reaction product. The product is: [C:13]([O:12][C:11]([NH:10][C@H:8]([C:5]1[CH:6]=[CH:7][C:2]([C:21]([OH:20])=[O:33])=[CH:3][CH:4]=1)[CH3:9])=[O:17])([CH3:16])([CH3:15])[CH3:14]. (4) Given the reactants Br[C:2]1[N:3]([CH3:8])[CH:4]=[C:5]([Br:7])[N:6]=1.[NH:9]1[CH2:14][CH2:13][NH:12][CH2:11][CH2:10]1, predict the reaction product. The product is: [Br:7][C:5]1[N:6]=[C:2]([N:9]2[CH2:14][CH2:13][NH:12][CH2:11][CH2:10]2)[N:3]([CH3:8])[CH:4]=1. (5) Given the reactants [CH2:1](NCCCC)CCC.C(O)(=O)C.C=O.[CH3:16][CH:17]([CH:21]([CH3:23])[CH3:22])[CH2:18][CH:19]=[O:20], predict the reaction product. The product is: [CH3:16][CH:17]([CH:21]([CH3:23])[CH3:22])[C:18](=[CH2:1])[CH:19]=[O:20]. (6) Given the reactants F[C:2]1[N:7]=[C:6]([NH:8][C:9]2[S:10][CH:11]=[C:12]([C:14]3[CH:19]=[CH:18][C:17]([C:20]4[CH:25]=[CH:24][CH:23]=[CH:22][CH:21]=4)=[CH:16][CH:15]=3)[N:13]=2)[CH:5]=[CH:4][CH:3]=1.O.[CH3:27][N:28]1[CH2:33][CH2:32][NH:31][CH2:30][CH2:29]1, predict the reaction product. The product is: [CH3:27][N:28]1[CH2:33][CH2:32][N:31]([C:2]2[N:7]=[C:6]([NH:8][C:9]3[S:10][CH:11]=[C:12]([C:14]4[CH:19]=[CH:18][C:17]([C:20]5[CH:25]=[CH:24][CH:23]=[CH:22][CH:21]=5)=[CH:16][CH:15]=4)[N:13]=3)[CH:5]=[CH:4][CH:3]=2)[CH2:30][CH2:29]1.